This data is from Catalyst prediction with 721,799 reactions and 888 catalyst types from USPTO. The task is: Predict which catalyst facilitates the given reaction. (1) Reactant: [C:1]([C:5]1[CH:13]=[CH:12][C:11]2[NH:10][C:9]3[CH2:14][CH2:15][N:16]([CH3:18])[CH2:17][C:8]=3[C:7]=2[CH:6]=1)([CH3:4])([CH3:3])[CH3:2].N1CCC[C@H]1C(O)=O.P([O-])([O-])([O-])=O.[K+].[K+].[K+].Br[CH:36]=[C:37]([C:39]1[CH:44]=[CH:43][N:42]=[CH:41][CH:40]=1)[CH3:38]. Product: [C:1]([C:5]1[CH:13]=[CH:12][C:11]2[N:10](/[CH:36]=[C:37](/[C:39]3[CH:44]=[CH:43][N:42]=[CH:41][CH:40]=3)\[CH3:38])[C:9]3[CH2:14][CH2:15][N:16]([CH3:18])[CH2:17][C:8]=3[C:7]=2[CH:6]=1)([CH3:4])([CH3:2])[CH3:3]. The catalyst class is: 122. (2) Reactant: Br[C:2]1[CH:3]=[N:4][CH:5]=[C:6]([CH:11]=1)[C:7]([O:9][CH3:10])=[O:8].[F:12][C:13]([F:24])([F:23])[C:14]1[CH:15]=[C:16](B(O)O)[CH:17]=[CH:18][CH:19]=1.[O-]P([O-])([O-])=O.[K+].[K+].[K+].O. Product: [F:12][C:13]([F:24])([F:23])[C:14]1[CH:19]=[C:18]([C:2]2[CH:3]=[N:4][CH:5]=[C:6]([CH:11]=2)[C:7]([O:9][CH3:10])=[O:8])[CH:17]=[CH:16][CH:15]=1. The catalyst class is: 752.